Dataset: Forward reaction prediction with 1.9M reactions from USPTO patents (1976-2016). Task: Predict the product of the given reaction. (1) The product is: [Cl:31][CH2:25][C:22]1[CH:23]=[CH:24][C:19]([C:18]2[C:13]([NH:12][S:9]([C:4]3[CH:5]=[CH:6][CH:7]=[CH:8][C:3]=3[C:2]([F:28])([F:27])[F:1])(=[O:11])=[O:10])=[N:14][CH:15]=[CH:16][N:17]=2)=[CH:20][CH:21]=1. Given the reactants [F:1][C:2]([F:28])([F:27])[C:3]1[CH:8]=[CH:7][CH:6]=[CH:5][C:4]=1[S:9]([NH:12][C:13]1[C:18]([C:19]2[CH:24]=[CH:23][C:22]([CH2:25]O)=[CH:21][CH:20]=2)=[N:17][CH:16]=[CH:15][N:14]=1)(=[O:11])=[O:10].S(Cl)([Cl:31])=O, predict the reaction product. (2) Given the reactants [CH3:1][O:2][C:3]1[N:8]=[C:7]([N:9]2[CH:13]=[C:12]([CH3:14])[N:11]=[CH:10]2)[C:6]([NH2:15])=[CH:5][CH:4]=1.N[C:17](N)=[O:18].C(O)(=O)C, predict the reaction product. The product is: [CH3:1][O:2][C:3]1[CH:4]=[CH:5][C:6]2[NH:15][C:17](=[O:18])[C:13]3[N:9]([CH:10]=[N:11][C:12]=3[CH3:14])[C:7]=2[N:8]=1. (3) Given the reactants Cl[C:2]1[N:7]=[C:6]([NH:8][C@H:9]([CH2:13][CH:14]([CH3:16])[CH3:15])[C:10]([NH2:12])=[O:11])[CH:5]=[N:4][C:3]=1[C:17]#[N:18].Cl.[CH3:20][C:21]1[CH:25]=[C:24]([NH2:26])[S:23][N:22]=1.C([O-])([O-])=O.[K+].[K+].C1C=CC(P(C2C(C3C(P(C4C=CC=CC=4)C4C=CC=CC=4)=CC=C4C=3C=CC=C4)=C3C(C=CC=C3)=CC=2)C2C=CC=CC=2)=CC=1, predict the reaction product. The product is: [C:17]([C:3]1[N:4]=[CH:5][C:6]([NH:8][C@H:9]([CH2:13][CH:14]([CH3:16])[CH3:15])[C:10]([NH2:12])=[O:11])=[N:7][C:2]=1[NH:26][C:24]1[S:23][N:22]=[C:21]([CH3:20])[CH:25]=1)#[N:18]. (4) Given the reactants [N+:1]([CH2:3][C:4]([O:6][CH2:7][CH3:8])=[O:5])#[C-:2].F[B-](F)(F)F.[OH:14][C:15]1[C:20]([Cl:21])=[CH:19][C:18]([N+:22]#[N:23])=[CH:17][C:16]=1[Cl:24].O.O.O.C([O-])(=O)C.[Na+], predict the reaction product. The product is: [Cl:21][C:20]1[CH:19]=[C:18]([N:22]2[CH:2]=[N:1][C:3]([C:4]([O:6][CH2:7][CH3:8])=[O:5])=[N:23]2)[CH:17]=[C:16]([Cl:24])[C:15]=1[OH:14].